This data is from Full USPTO retrosynthesis dataset with 1.9M reactions from patents (1976-2016). The task is: Predict the reactants needed to synthesize the given product. (1) Given the product [Br:12][C:4]1[CH:5]=[C:6]([O:8][CH2:9][O:10][CH3:11])[CH:7]=[C:2]([S:21][CH:18]([CH3:20])[CH3:19])[CH:3]=1, predict the reactants needed to synthesize it. The reactants are: Br[C:2]1[CH:7]=[C:6]([O:8][CH2:9][O:10][CH3:11])[CH:5]=[C:4]([Br:12])[CH:3]=1.C([Li])CCC.[CH:18]([S:21][S:21][CH:18]([CH3:20])[CH3:19])([CH3:20])[CH3:19].[Cl-].[NH4+]. (2) Given the product [OH:2][C:3]1[CH:7]=[CH:6][S:5][C:4]=1[C:8]([C:10]1[CH:11]=[CH:12][C:13]([O:16][C:17]([F:20])([F:18])[F:19])=[CH:14][CH:15]=1)=[O:9], predict the reactants needed to synthesize it. The reactants are: C[O:2][C:3]1[CH:7]=[CH:6][S:5][C:4]=1[C:8]([C:10]1[CH:15]=[CH:14][C:13]([O:16][C:17]([F:20])([F:19])[F:18])=[CH:12][CH:11]=1)=[O:9].B(Br)(Br)Br.CSC.C(=O)(O)[O-].[Na+]. (3) Given the product [F:1][C:2]1[CH:10]=[CH:9][C:5]([C:6]([NH2:16])=[O:7])=[CH:4][C:3]=1[S:11](=[O:14])(=[O:13])[NH2:12], predict the reactants needed to synthesize it. The reactants are: [F:1][C:2]1[CH:10]=[CH:9][C:5]([C:6](O)=[O:7])=[CH:4][C:3]=1[S:11](=[O:14])(=[O:13])[NH2:12].N.[N:16]1C=CC=CC=1. (4) Given the product [NH2:15][C:14]1[CH:32]=[CH:33][C:11]([N:8]2[CH2:7][CH:10]([OH:36])[CH2:9]2)=[CH:12][CH:13]=1, predict the reactants needed to synthesize it. The reactants are: OCC(N1[CH2:10][CH2:9][N:8]([C:11]2[CH:33]=[CH:32][C:14]([NH:15]C3N=C(C4N(C(C)C)C(C)=NC=4)C(Cl)=CN=3)=[CH:13][CH:12]=2)[CH2:7]C1)=O.CC[OH:36]. (5) Given the product [CH3:32][N:1]1[C:9]2[C:4](=[CH:5][CH:6]=[C:7]([C:10]3[CH:11]=[CH:12][C:13]4[O:19][CH2:18][CH2:17][N:16]([C:20]([C:22]5[CH:27]=[CH:26][C:25]([C:28](=[O:30])[CH3:29])=[CH:24][CH:23]=5)=[O:21])[CH2:15][C:14]=4[CH:31]=3)[CH:8]=2)[CH:3]=[N:2]1, predict the reactants needed to synthesize it. The reactants are: [NH:1]1[C:9]2[C:4](=[CH:5][CH:6]=[C:7]([C:10]3[CH:11]=[CH:12][C:13]4[O:19][CH2:18][CH2:17][N:16]([C:20]([C:22]5[CH:27]=[CH:26][C:25]([C:28](=[O:30])[CH3:29])=[CH:24][CH:23]=5)=[O:21])[CH2:15][C:14]=4[CH:31]=3)[CH:8]=2)[CH:3]=[N:2]1.[C:32]([O-])([O-])=O.[K+].[K+].CI. (6) Given the product [CH:1]12[CH2:7][CH:4]([CH2:5][CH2:6]1)[CH2:3][CH:2]2[CH2:8][C:9](/[CH:56]=[C:51]1\[S:52][C:53]([CH3:55])=[N:54][N:50]\1[CH2:46][CH2:47][CH2:48][CH3:49])=[O:11], predict the reactants needed to synthesize it. The reactants are: [CH:1]12[CH2:7][CH:4]([CH2:5][CH2:6]1)[CH2:3][CH:2]2[CH2:8][C:9]([OH:11])=O.CN(C(ON1N=NC2C=CC=NC1=2)=[N+](C)C)C.F[P-](F)(F)(F)(F)F.CCN(C(C)C)C(C)C.[I-].[CH2:46]([N+:50]1[N:54]=[C:53]([CH3:55])[S:52][C:51]=1[CH3:56])[CH2:47][CH2:48][CH3:49]. (7) The reactants are: [C:1]1([NH:7][C:8]2[CH:13]=[CH:12][CH:11]=[CH:10][C:9]=2[NH2:14])[CH:6]=[CH:5][CH:4]=[CH:3][CH:2]=1.C(N(CC)CC)C.[C:22](Cl)(=O)[C:23]1[CH:28]=[CH:27][CH:26]=[CH:25][CH:24]=1.CCOCC. Given the product [C:1]1([N:7]2[C:8]3[CH:13]=[CH:12][CH:11]=[CH:10][C:9]=3[N:14]=[C:22]2[C:23]2[CH:28]=[CH:27][CH:26]=[CH:25][CH:24]=2)[CH:2]=[CH:3][CH:4]=[CH:5][CH:6]=1, predict the reactants needed to synthesize it.